This data is from Reaction yield outcomes from USPTO patents with 853,638 reactions. The task is: Predict the reaction yield, written as a fraction of the theoretical maximum amount of product (1.0 means a 100% yield; for example, 0.34 means a 34% yield). The product is [OH:14][CH2:13][CH2:12][CH2:11][O:10][C:8]1[CH:7]=[CH:6][C:3]([CH:4]=[O:5])=[C:2]([O:1][CH2:21][O:22][CH3:23])[CH:9]=1. The reactants are [OH:1][C:2]1[CH:9]=[C:8]([O:10][CH2:11][CH2:12][CH2:13][OH:14])[CH:7]=[CH:6][C:3]=1[CH:4]=[O:5].C(=O)([O-])[O-].[K+].[K+].[CH3:21][O:22][CH2:23]Cl.O. The catalyst is CC(C)=O. The yield is 0.550.